Dataset: Peptide-MHC class II binding affinity with 134,281 pairs from IEDB. Task: Regression. Given a peptide amino acid sequence and an MHC pseudo amino acid sequence, predict their binding affinity value. This is MHC class II binding data. (1) The peptide sequence is SNAPLGPQFP. The MHC is DRB1_0401 with pseudo-sequence DRB1_0401. The binding affinity (normalized) is 0. (2) The peptide sequence is VLALGNQEGSLKTAL. The MHC is HLA-DQA10201-DQB10402 with pseudo-sequence HLA-DQA10201-DQB10402. The binding affinity (normalized) is 0. (3) The peptide sequence is TNFKYNYSVIEGGPI. The MHC is DRB1_1101 with pseudo-sequence DRB1_1101. The binding affinity (normalized) is 0.351. (4) The peptide sequence is KEIYNYMEPYVSKNP. The MHC is DRB3_0202 with pseudo-sequence DRB3_0202. The binding affinity (normalized) is 0.219. (5) The peptide sequence is SRWSSPDNVKPIYIV. The MHC is DRB1_1501 with pseudo-sequence DRB1_1501. The binding affinity (normalized) is 0.210. (6) The peptide sequence is VEIFGITALIILS. The MHC is DRB4_0101 with pseudo-sequence DRB4_0103. The binding affinity (normalized) is 0.237. (7) The peptide sequence is WLSWQVAKAGLKTND. The MHC is HLA-DQA10102-DQB10501 with pseudo-sequence HLA-DQA10102-DQB10501. The binding affinity (normalized) is 0.408. (8) The peptide sequence is TEQFLCYALDLLYDV. The MHC is DRB1_0101 with pseudo-sequence DRB1_0101. The binding affinity (normalized) is 0.758.